From a dataset of Forward reaction prediction with 1.9M reactions from USPTO patents (1976-2016). Predict the product of the given reaction. Given the reactants [Cl:1][C:2]1[CH:3]=[C:4]([CH:7]=[C:8]([O:10][C:11]2[C:12](=[O:19])[NH:13][CH:14]=[C:15]([Cl:18])[C:16]=2[Cl:17])[CH:9]=1)[C:5]#[N:6].Br[CH2:21][C:22]1[C:30]2[C:25](=[N:26][CH:27]=[CH:28][CH:29]=2)[N:24](C(OC(C)(C)C)=O)[N:23]=1.C(=O)([O-])[O-].[K+].[K+], predict the reaction product. The product is: [Cl:1][C:2]1[CH:3]=[C:4]([CH:7]=[C:8]([O:10][C:11]2[C:12](=[O:19])[N:13]([CH2:21][C:22]3[C:30]4[C:25](=[N:26][CH:27]=[CH:28][CH:29]=4)[NH:24][N:23]=3)[CH:14]=[C:15]([Cl:18])[C:16]=2[Cl:17])[CH:9]=1)[C:5]#[N:6].